This data is from Forward reaction prediction with 1.9M reactions from USPTO patents (1976-2016). The task is: Predict the product of the given reaction. (1) Given the reactants [CH3:1][O:2][C:3]1[C:4]([CH:24]=[C:25]([CH3:27])[CH3:26])=[CH:5][C:6]2[C:12]3[N:13]([C:19]4[S:20][CH:21]=[CH:22][N:23]=4)[N:14]=[C:15]([C:16](O)=[O:17])[C:11]=3[CH2:10][O:9][C:7]=2[CH:8]=1.[C:28]([NH:32][CH3:33])([CH3:31])([CH3:30])[CH3:29].CN(C(ON1N=NC2C=CC=NC1=2)=[N+](C)C)C.F[P-](F)(F)(F)(F)F.C(N(C(C)C)CC)(C)C, predict the reaction product. The product is: [C:28]([N:32]([CH3:33])[C:16]([C:15]1[C:11]2[CH2:10][O:9][C:7]3[CH:8]=[C:3]([O:2][CH3:1])[C:4]([CH:24]=[C:25]([CH3:26])[CH3:27])=[CH:5][C:6]=3[C:12]=2[N:13]([C:19]2[S:20][CH:21]=[CH:22][N:23]=2)[N:14]=1)=[O:17])([CH3:31])([CH3:30])[CH3:29]. (2) Given the reactants [CH2:1]([O:3][C:4](=[O:28])[CH2:5][NH:6][CH2:7][CH2:8][NH:9][S:10]([C:13]1[S:14][C:15]([C:18]2[CH:23]=[CH:22][C:21]([Cl:24])=[CH:20][C:19]=2[N+:25]([O-:27])=[O:26])=[N:16][N:17]=1)(=[O:12])=[O:11])[CH3:2].[CH2:29]([O:39][C:40]([NH:42][C:43]1[N:51]=[CH:50][N:49]=[C:48]2[C:44]=1[N:45]=[CH:46][N:47]2[CH2:52][C:53](O)=[O:54])=[O:41])[C:30]1[CH:38]=[CH:37][C:36]2[O:35][CH2:34][O:33][C:32]=2[CH:31]=1, predict the reaction product. The product is: [CH2:1]([O:3][C:4](=[O:28])[CH2:5][N:6]([CH2:7][CH2:8][NH:9][S:10]([C:13]1[S:14][C:15]([C:18]2[CH:23]=[CH:22][C:21]([Cl:24])=[CH:20][C:19]=2[N+:25]([O-:27])=[O:26])=[N:16][N:17]=1)(=[O:12])=[O:11])[C:53](=[O:54])[CH2:52][N:47]1[CH:46]=[N:45][C:44]2[C:48]1=[N:49][CH:50]=[N:51][C:43]=2[NH:42][C:40]([O:39][CH2:29][C:30]1[CH:38]=[CH:37][C:36]2[O:35][CH2:34][O:33][C:32]=2[CH:31]=1)=[O:41])[CH3:2]. (3) Given the reactants [CH3:1][C:2]1[CH:11]=[C:10]([C:12]([O:14][C:15]([CH3:18])([CH3:17])[CH3:16])=[O:13])[C:9]2[C:4](=[CH:5][CH:6]=[CH:7][CH:8]=2)[N:3]=1.[Br:19]N1C(=O)CCC1=O.N(C(C)(C)C#N)=NC(C)(C)C#N, predict the reaction product. The product is: [Br:19][CH2:1][C:2]1[CH:11]=[C:10]([C:12]([O:14][C:15]([CH3:18])([CH3:17])[CH3:16])=[O:13])[C:9]2[C:4](=[CH:5][CH:6]=[CH:7][CH:8]=2)[N:3]=1.